From a dataset of Forward reaction prediction with 1.9M reactions from USPTO patents (1976-2016). Predict the product of the given reaction. (1) Given the reactants C(OC(=O)[NH:7][C:8]1[CH:13]=[CH:12][CH:11]=[C:10]([Cl:14])[C:9]=1[CH2:15][C:16](=O)[CH3:17])(C)(C)C.FC(F)(F)C(O)=O, predict the reaction product. The product is: [Cl:14][C:10]1[C:9]([CH3:15])=[C:8]([NH2:7])[CH:13]=[CH:12][CH:11]=1.[Cl:14][C:10]1[CH:11]=[CH:12][CH:13]=[C:8]2[C:9]=1[CH:15]=[C:16]([CH3:17])[NH:7]2. (2) Given the reactants [CH3:1][C:2]1[S:3][C:4]2[NH:5][C:6](=O)[NH:7]C(=O)[C:9]=2[N:10]=1.CN(C)C1C=CC=CC=1.P(Cl)(Cl)([Cl:24])=O.[CH2:27]([Cl:29])Cl, predict the reaction product. The product is: [Cl:24][C:6]1[N:7]=[C:27]([Cl:29])[C:9]2[N:10]=[C:2]([CH3:1])[S:3][C:4]=2[N:5]=1. (3) Given the reactants [OH:1][CH2:2][CH2:3][CH2:4][CH2:5][CH2:6][CH2:7][CH2:8][CH2:9][CH2:10][CH2:11][CH2:12][CH2:13][CH:14]([C:20]([O:22][CH2:23][CH3:24])=[O:21])[C:15]([O:17][CH2:18][CH3:19])=[O:16].C1C=C[NH+]=CC=1.[O-][Cr](Cl)(=O)=O, predict the reaction product. The product is: [O:1]=[CH:2][CH2:3][CH2:4][CH2:5][CH2:6][CH2:7][CH2:8][CH2:9][CH2:10][CH2:11][CH2:12][CH2:13][CH:14]([C:15]([O:17][CH2:18][CH3:19])=[O:16])[C:20]([O:22][CH2:23][CH3:24])=[O:21]. (4) The product is: [C:13]([C:11]1[O:10][N:9]=[C:8]([C:5]2[CH:6]=[CH:7][C:2]([B:17]3[O:21][C:20]([CH3:23])([CH3:22])[C:19]([CH3:25])([CH3:24])[O:18]3)=[CH:3][CH:4]=2)[CH:12]=1)([CH3:16])([CH3:15])[CH3:14]. Given the reactants Br[C:2]1[CH:7]=[CH:6][C:5]([C:8]2[CH:12]=[C:11]([C:13]([CH3:16])([CH3:15])[CH3:14])[O:10][N:9]=2)=[CH:4][CH:3]=1.[B:17]1([B:17]2[O:21][C:20]([CH3:23])([CH3:22])[C:19]([CH3:25])([CH3:24])[O:18]2)[O:21][C:20]([CH3:23])([CH3:22])[C:19]([CH3:25])([CH3:24])[O:18]1.C([O-])(=O)C.[K+], predict the reaction product. (5) The product is: [Cl:8][C:4]1[CH:5]=[CH:6][CH:7]=[C:2]([Cl:1])[C:3]=1[CH2:9][O:10][C:11]1[CH:16]=[CH:15][C:14]2[C:17]3([CH2:23][O:24][C:13]=2[CH:12]=1)[CH2:18][CH2:19][N:20]([CH3:25])[CH2:21][CH2:22]3. Given the reactants [Cl:1][C:2]1[CH:7]=[CH:6][CH:5]=[C:4]([Cl:8])[C:3]=1[CH2:9][O:10][C:11]1[CH:16]=[CH:15][C:14]2[C:17]3([CH2:23][O:24][C:13]=2[CH:12]=1)[CH2:22][CH2:21][NH:20][CH2:19][CH2:18]3.[CH2:25](N(C(C)C)C(C)C)C.C=O.C(O[BH-](OC(=O)C)OC(=O)C)(=O)C.[Na+], predict the reaction product. (6) The product is: [CH3:1][C@H:2]1[N:6]([S:34]([C:28]2[CH:33]=[CH:32][CH:31]=[CH:30][CH:29]=2)(=[O:36])=[O:35])[CH2:5][C@@H:4]([CH2:7][N:8]2[C:12]3[CH:13]=[CH:14][C:15]([C:17]4[CH:18]=[N:19][NH:20][CH:21]=4)=[CH:16][C:11]=3[N:10]=[CH:9]2)[CH2:3]1. Given the reactants [CH3:1][C@H:2]1[NH:6][CH2:5][C@@H:4]([CH2:7][N:8]2[C:12]3[CH:13]=[CH:14][C:15]([C:17]4[CH:18]=[N:19][N:20](C5CCCCO5)[CH:21]=4)=[CH:16][C:11]=3[N:10]=[CH:9]2)[CH2:3]1.[C:28]1([S:34](Cl)(=[O:36])=[O:35])[CH:33]=[CH:32][CH:31]=[CH:30][CH:29]=1, predict the reaction product. (7) Given the reactants F[C:2]1[CH:11]=[CH:10][C:5]([C:6]([O:8][CH3:9])=[O:7])=[C:4]([O:12]COC)[CH:3]=1.[CH2:16]([S-:19])[CH2:17][CH3:18].[K+], predict the reaction product. The product is: [OH:12][C:4]1[CH:3]=[C:2]([S:19][CH2:16][CH2:17][CH3:18])[CH:11]=[CH:10][C:5]=1[C:6]([O:8][CH3:9])=[O:7]. (8) Given the reactants B(Br)(Br)Br.C(Cl)Cl.C[O:9][C:10]1[C:11]2[N:12]([N:16]=[C:17]([NH:19][C:20]3[CH:25]=[CH:24][CH:23]=[C:22]([C:26]([F:29])([F:28])[F:27])[CH:21]=3)[N:18]=2)[CH:13]=[CH:14][CH:15]=1, predict the reaction product. The product is: [F:28][C:26]([F:27])([F:29])[C:22]1[CH:21]=[C:20]([NH:19][C:17]2[N:18]=[C:11]3[C:10]([OH:9])=[CH:15][CH:14]=[CH:13][N:12]3[N:16]=2)[CH:25]=[CH:24][CH:23]=1. (9) Given the reactants [I:1][C:2]1[N:7]=[N:6][C:5]2[NH:8][CH:9]=[CH:10][C:4]=2[CH:3]=1.C([O-])([O-])=O.[K+].[K+].[C:17]1([S:23](Cl)(=[O:25])=[O:24])[CH:22]=[CH:21][CH:20]=[CH:19][CH:18]=1, predict the reaction product. The product is: [I:1][C:2]1[N:7]=[N:6][C:5]2[N:8]([S:23]([C:17]3[CH:22]=[CH:21][CH:20]=[CH:19][CH:18]=3)(=[O:25])=[O:24])[CH:9]=[CH:10][C:4]=2[CH:3]=1. (10) Given the reactants [Br:1][C:2]1[CH:10]=[CH:9][CH:8]=[C:7]2[C:3]=1[C:4]([OH:11])=[N:5][NH:6]2.C(=O)([O-])[O-].[K+].[K+].[C:18]([O:24][C@@H:25]1[C@@H:30]([O:31][C:32](=[O:37])[C:33]([CH3:36])([CH3:35])[CH3:34])[C@H:29]([O:38][C:39](=[O:44])[C:40]([CH3:43])([CH3:42])[CH3:41])[C@@H:28]([CH2:45][O:46][C:47](=[O:52])[C:48]([CH3:51])([CH3:50])[CH3:49])[O:27][C@@H:26]1Br)(=[O:23])[C:19]([CH3:22])([CH3:21])[CH3:20].O, predict the reaction product. The product is: [Br:1][C:2]1[CH:10]=[CH:9][CH:8]=[C:7]2[C:3]=1[C:4]([O:11][C@@H:26]1[O:27][C@H:28]([CH2:45][O:46][C:47](=[O:52])[C:48]([CH3:51])([CH3:50])[CH3:49])[C@@H:29]([O:38][C:39](=[O:44])[C:40]([CH3:41])([CH3:42])[CH3:43])[C@H:30]([O:31][C:32](=[O:37])[C:33]([CH3:34])([CH3:35])[CH3:36])[C@H:25]1[O:24][C:18](=[O:23])[C:19]([CH3:22])([CH3:20])[CH3:21])=[N:5][NH:6]2.